Dataset: Catalyst prediction with 721,799 reactions and 888 catalyst types from USPTO. Task: Predict which catalyst facilitates the given reaction. (1) Reactant: [O:1]=[C:2]1[CH2:10][C:9]2[C:4](=[CH:5][C:6]([C:11]([C:13]3[CH:14]=[C:15]([NH:19][C:20]([C:22]4[N:23]([C:28]([CH3:31])([CH3:30])[CH3:29])[N:24]=[C:25]([CH3:27])[CH:26]=4)=[O:21])[CH:16]=[CH:17][CH:18]=3)=[O:12])=[CH:7][CH:8]=2)[NH:3]1.[CH:32](OCC)=[O:33].[O-]CC.[Na+].Cl. Product: [OH:33][CH:32]=[C:10]1[C:9]2[C:4](=[CH:5][C:6]([C:11]([C:13]3[CH:14]=[C:15]([NH:19][C:20]([C:22]4[N:23]([C:28]([CH3:31])([CH3:30])[CH3:29])[N:24]=[C:25]([CH3:27])[CH:26]=4)=[O:21])[CH:16]=[CH:17][CH:18]=3)=[O:12])=[CH:7][CH:8]=2)[NH:3][C:2]1=[O:1]. The catalyst class is: 8. (2) Reactant: [NH2:1][C:2]1[CH:3]=[N:4][C:5]([NH:8][C:9]2[CH:14]=[CH:13][C:12]([S:15]([NH:18][CH2:19][CH2:20][N:21]3[CH2:25][CH2:24][CH2:23][CH2:22]3)(=[O:17])=[O:16])=[CH:11][CH:10]=2)=[N:6][CH:7]=1.CN1CCN(S(C2C=CC(NC3N=CC([N+]([O-])=O)=CN=3)=CC=2)(=O)=O)CC1.CCN(C(C)C)C(C)C.[CH3:61][C:62]1[CH:70]=[CH:69][CH:68]=[C:67]([CH3:71])[C:63]=1[C:64](Cl)=[O:65]. Product: [CH3:61][C:62]1[CH:70]=[CH:69][CH:68]=[C:67]([CH3:71])[C:63]=1[C:64]([NH:1][C:2]1[CH:7]=[N:6][C:5]([NH:8][C:9]2[CH:14]=[CH:13][C:12]([S:15](=[O:17])(=[O:16])[NH:18][CH2:19][CH2:20][N:21]3[CH2:25][CH2:24][CH2:23][CH2:22]3)=[CH:11][CH:10]=2)=[N:4][CH:3]=1)=[O:65]. The catalyst class is: 390. (3) Reactant: O1[C@H]2C[C@@]3(C)C(C4C[C@H](F)C5[C@@](C)([C@]124)C=CC(=O)C=5)C[C@@H](C)[C@]3([O:27][C:28]([C:30]1[CH:35]=[N:34][C:33]([CH3:36])=[CH:32][N:31]=1)=[O:29])C(OC)=O. Product: [CH3:36][C:33]1[N:34]=[CH:35][C:30]([C:28]([OH:29])=[O:27])=[N:31][CH:32]=1. The catalyst class is: 11.